From a dataset of Peptide-MHC class I binding affinity with 185,985 pairs from IEDB/IMGT. Regression. Given a peptide amino acid sequence and an MHC pseudo amino acid sequence, predict their binding affinity value. This is MHC class I binding data. (1) The peptide sequence is IVTDSQYAL. The MHC is HLA-B51:01 with pseudo-sequence HLA-B51:01. The binding affinity (normalized) is 0. (2) The peptide sequence is IFKNLTKPL. The MHC is HLA-B08:01 with pseudo-sequence HLA-B08:01. The binding affinity (normalized) is 0.385. (3) The peptide sequence is AYIAFPTSCHMFI. The MHC is HLA-A29:02 with pseudo-sequence HLA-A29:02. The binding affinity (normalized) is 0. (4) The peptide sequence is GVDGGWQAL. The MHC is HLA-B15:17 with pseudo-sequence HLA-B15:17. The binding affinity (normalized) is 0.0847. (5) The peptide sequence is AENCYNLEI. The MHC is HLA-A80:01 with pseudo-sequence HLA-A80:01. The binding affinity (normalized) is 0.0847. (6) The peptide sequence is FYLCFLAFL. The MHC is HLA-A29:02 with pseudo-sequence HLA-A29:02. The binding affinity (normalized) is 0.197. (7) The peptide sequence is CVRNLEELTT. The MHC is HLA-A02:03 with pseudo-sequence HLA-A02:03. The binding affinity (normalized) is 0.110.